Dataset: Reaction yield outcomes from USPTO patents with 853,638 reactions. Task: Predict the reaction yield, written as a fraction of the theoretical maximum amount of product (1.0 means a 100% yield; for example, 0.34 means a 34% yield). (1) The reactants are [CH3:1][N:2]([C:4]([O:8][N:9]1[N:17]=[N:16][C:11]2[CH:12]=[CH:13][CH:14]=[CH:15][C:10]1=2)=[N+:5]([CH3:7])[CH3:6])[CH3:3].[B-:18]([F:22])([F:21])([F:20])[F:19].[CH:23]1[CH:24]=[CH:25][C:26]2[N:31]([OH:32])[N:30]=[N:29][C:27]=2[CH:28]=1.CCN(C(C)C)C(C)C.Cl. The catalyst is C1COCC1.[Cl-].[Na+].O. The product is [CH3:7][N:5]([C:4]([O:8][N:9]1[N:17]=[N:16][C:11]2[CH:12]=[CH:13][CH:14]=[CH:15][C:10]1=2)=[N+:2]([CH3:1])[CH3:3])[CH3:6].[B-:18]([F:22])([F:21])([F:20])[F:19].[CH:23]1[CH:24]=[CH:25][C:26]2[N:31]([OH:32])[N:30]=[N:29][C:27]=2[CH:28]=1. The yield is 1.00. (2) The reactants are [CH2:1]([N:9]1[CH:13]=[C:12]([C:14]2[C:22]3[C:17](=[N:18][CH:19]=[C:20]([C:23]4[CH:24]=[C:25]([CH:40]=[CH:41][CH:42]=4)[O:26][CH:27]4[CH2:32][CH2:31][N:30](C(OC(C)(C)C)=O)[CH2:29][CH2:28]4)[CH:21]=3)[NH:16][CH:15]=2)[CH:11]=[N:10]1)[CH2:2][C:3]1[CH:8]=[CH:7][CH:6]=[CH:5][CH:4]=1. The catalyst is Cl.CO. The product is [CH2:1]([N:9]1[CH:13]=[C:12]([C:14]2[C:22]3[C:17](=[N:18][CH:19]=[C:20]([C:23]4[CH:42]=[CH:41][CH:40]=[C:25]([O:26][CH:27]5[CH2:32][CH2:31][NH:30][CH2:29][CH2:28]5)[CH:24]=4)[CH:21]=3)[NH:16][CH:15]=2)[CH:11]=[N:10]1)[CH2:2][C:3]1[CH:8]=[CH:7][CH:6]=[CH:5][CH:4]=1. The yield is 0.377. (3) The reactants are [C@@H:1]1([NH:10][C:11]2[C:12]3[CH:19]=[CH:18][N:17]([C@H:20]4[CH2:36][C@@H:23]5[O:24]C(C6C=CC(OC)=CC=6)[O:26][CH2:27][C@@H:22]5[CH2:21]4)[C:13]=3[N:14]=[CH:15][N:16]=2)[C:9]2[C:4](=[CH:5][CH:6]=[CH:7][CH:8]=2)[CH2:3][CH2:2]1.CC(O)=O. The catalyst is C1COCC1.O. The product is [C@@H:1]1([NH:10][C:11]2[C:12]3[CH:19]=[CH:18][N:17]([C@H:20]4[CH2:36][C@H:23]([OH:24])[C@H:22]([CH2:27][OH:26])[CH2:21]4)[C:13]=3[N:14]=[CH:15][N:16]=2)[C:9]2[C:4](=[CH:5][CH:6]=[CH:7][CH:8]=2)[CH2:3][CH2:2]1. The yield is 0.980. (4) The reactants are [N:1]#[C:2][NH2:3].[Na].[CH2:5]([O:12][CH2:13][C@@H:14]1[CH2:16][O:15]1)[C:6]1[CH:11]=[CH:10][CH:9]=[CH:8][CH:7]=1. The catalyst is CO. The product is [CH2:5]([O:12][CH2:13][C@H:14]1[O:15][C:2]([NH2:3])=[N:1][CH2:16]1)[C:6]1[CH:11]=[CH:10][CH:9]=[CH:8][CH:7]=1. The yield is 0.960. (5) The reactants are [CH3:1][C:2]1([OH:12])[CH:9]2[CH2:10][CH:5]3[CH2:6][CH:7]([CH2:11][CH:3]1[CH2:4]3)[CH2:8]2.C(OC(C)C)(C)C.[C:20]([O:25][CH2:26][CH2:27][N:28]=[C:29]=[O:30])(=[O:24])[C:21]([CH3:23])=[CH2:22].CS(O)(=O)=O.C([O-])(O)=O.[Na+]. The yield is 0.395. The catalyst is CCCCCC. The product is [C:20]([O:25][CH2:26][CH2:27][NH:28][C:29](=[O:30])[O:12][C:2]1([CH3:1])[CH:3]2[CH2:11][CH:7]3[CH2:6][CH:5]([CH2:10][CH:9]1[CH2:8]3)[CH2:4]2)(=[O:24])[C:21]([CH3:23])=[CH2:22].